From a dataset of Peptide-MHC class I binding affinity with 185,985 pairs from IEDB/IMGT. Regression. Given a peptide amino acid sequence and an MHC pseudo amino acid sequence, predict their binding affinity value. This is MHC class I binding data. (1) The peptide sequence is SVMPAWQEK. The MHC is HLA-A26:01 with pseudo-sequence HLA-A26:01. The binding affinity (normalized) is 0.0847. (2) The peptide sequence is YHDPETAAA. The MHC is HLA-B27:05 with pseudo-sequence HLA-B27:05. The binding affinity (normalized) is 0.213.